Dataset: Full USPTO retrosynthesis dataset with 1.9M reactions from patents (1976-2016). Task: Predict the reactants needed to synthesize the given product. (1) Given the product [CH2:24]([N:26]1[C:34]2[CH:33]=[C:32]([F:35])[CH:31]=[C:30]([OH:36])[C:29]=2[C:28]([CH2:37][CH2:38][N:40]2[CH2:45][CH2:44][O:43][CH2:42][CH2:41]2)=[CH:27]1)[CH3:25], predict the reactants needed to synthesize it. The reactants are: C(OC1C(F)=CC=C2C=1C(CCN(C)C)=CN2)C1C=CC=CC=1.[CH2:24]([N:26]1[C:34]2[C:29](=[C:30]([OH:36])[CH:31]=[C:32]([F:35])[CH:33]=2)[C:28]([CH2:37][C:38]([N:40]2[CH2:45][CH2:44][O:43][CH2:42][CH2:41]2)=O)=[CH:27]1)[CH3:25]. (2) Given the product [F:37][C:38]1[C:46]([F:47])=[C:45]([F:48])[CH:44]=[CH:43][C:39]=1[C:40]([NH:7][C:8]1[CH:13]=[N:12][C:11]([O:14][C:15]2[CH:16]=[CH:17][C:18]([NH:32][CH3:30])=[CH:19][CH:20]=2)=[CH:10][CH:9]=1)=[O:41], predict the reactants needed to synthesize it. The reactants are: CCOC(C)=O.[NH2:7][C:8]1[CH:9]=[CH:10][C:11]([O:14][C:15]2[CH:20]=[CH:19][C:18](CNC(=O)OC(C)(C)C)=[CH:17][CH:16]=2)=[N:12][CH:13]=1.[CH2:30]([N:32](CC)CC)C.[F:37][C:38]1[C:46]([F:47])=[C:45]([F:48])[CH:44]=[CH:43][C:39]=1[C:40](Cl)=[O:41].